This data is from Full USPTO retrosynthesis dataset with 1.9M reactions from patents (1976-2016). The task is: Predict the reactants needed to synthesize the given product. (1) The reactants are: [F:1][C:2]([F:7])([F:6])[C:3]([OH:5])=[O:4].C(OC([NH:15][CH2:16][CH2:17][CH2:18][O:19][C:20]1[CH:21]=[C:22]2[C:26](=[CH:27][CH:28]=1)[C@H:25]([CH2:29][C:30]([O:32][CH2:33][CH3:34])=[O:31])[CH2:24][CH2:23]2)=O)(C)(C)C. Given the product [F:1][C:2]([F:7])([F:6])[C:3]([OH:5])=[O:4].[NH2:15][CH2:16][CH2:17][CH2:18][O:19][C:20]1[CH:21]=[C:22]2[C:26](=[CH:27][CH:28]=1)[C@H:25]([CH2:29][C:30]([O:32][CH2:33][CH3:34])=[O:31])[CH2:24][CH2:23]2, predict the reactants needed to synthesize it. (2) Given the product [CH2:1]([O:8][C:9]1[CH:24]=[C:23]([N:25]([CH2:26][C:27]2[CH:28]=[CH:29][C:30]([CH:33]3[CH2:38][CH2:37][CH2:36][CH2:35][CH2:34]3)=[CH:31][CH:32]=2)[C:52](=[O:53])[CH2:51][N:40]([CH3:39])[S:41]([C:44]2[CH:49]=[CH:48][C:47]([CH3:50])=[CH:46][CH:45]=2)(=[O:43])=[O:42])[CH:22]=[CH:21][C:10]=1[C:11]([O:13][CH2:14][C:15]1[CH:20]=[CH:19][CH:18]=[CH:17][CH:16]=1)=[O:12])[C:2]1[CH:3]=[CH:4][CH:5]=[CH:6][CH:7]=1, predict the reactants needed to synthesize it. The reactants are: [CH2:1]([O:8][C:9]1[CH:24]=[C:23]([NH:25][CH2:26][C:27]2[CH:32]=[CH:31][C:30]([CH:33]3[CH2:38][CH2:37][CH2:36][CH2:35][CH2:34]3)=[CH:29][CH:28]=2)[CH:22]=[CH:21][C:10]=1[C:11]([O:13][CH2:14][C:15]1[CH:20]=[CH:19][CH:18]=[CH:17][CH:16]=1)=[O:12])[C:2]1[CH:7]=[CH:6][CH:5]=[CH:4][CH:3]=1.[CH3:39][N:40]([CH2:51][C:52](O)=[O:53])[S:41]([C:44]1[CH:49]=[CH:48][C:47]([CH3:50])=[CH:46][CH:45]=1)(=[O:43])=[O:42]. (3) The reactants are: [Cl:1][C:2]1[S:6][C:5]([C:7]([O:9]C)=[O:8])=[CH:4][C:3]=1[C:11]1[N:15]([CH3:16])[N:14]=[CH:13][CH:12]=1.[OH-].[Na+].Cl. Given the product [Cl:1][C:2]1[S:6][C:5]([C:7]([OH:9])=[O:8])=[CH:4][C:3]=1[C:11]1[N:15]([CH3:16])[N:14]=[CH:13][CH:12]=1, predict the reactants needed to synthesize it. (4) Given the product [CH3:1][O:2][C:3]1[CH:4]=[C:5]([C:11]([C:13](=[O:16])[CH:14]=[CH2:15])=[CH2:12])[CH:6]=[CH:7][C:8]=1[O:9][CH3:10], predict the reactants needed to synthesize it. The reactants are: [CH3:1][O:2][C:3]1[CH:4]=[C:5]([C:11]([CH:13]([OH:16])[CH:14]=[CH2:15])=[CH2:12])[CH:6]=[CH:7][C:8]=1[O:9][CH3:10]. (5) Given the product [O:1]1[C:5]2[CH:6]=[CH:7][CH:8]=[CH:9][C:4]=2[CH:3]=[C:2]1[C:10]([NH:12][C@H:13]([C:28](=[O:39])[NH:29][CH2:30][CH2:31][CH2:32][S:33][CH2:34][C:35]([O-:37])=[O:36])[CH2:14][CH2:15][CH2:16][NH:17][C:18](=[O:27])[O:19][CH2:20][C:21]1[CH:26]=[CH:25][CH:24]=[CH:23][CH:22]=1)=[O:11].[Na+:41], predict the reactants needed to synthesize it. The reactants are: [O:1]1[C:5]2[CH:6]=[CH:7][CH:8]=[CH:9][C:4]=2[CH:3]=[C:2]1[C:10]([NH:12][C@H:13]([C:28](=[O:39])[NH:29][CH2:30][CH2:31][CH2:32][S:33][CH2:34][C:35]([O:37]C)=[O:36])[CH2:14][CH2:15][CH2:16][NH:17][C:18](=[O:27])[O:19][CH2:20][C:21]1[CH:26]=[CH:25][CH:24]=[CH:23][CH:22]=1)=[O:11].[OH-].[Na+:41].Cl.CO.